This data is from Full USPTO retrosynthesis dataset with 1.9M reactions from patents (1976-2016). The task is: Predict the reactants needed to synthesize the given product. Given the product [CH:1]1([NH:6][C:7]2[CH:12]=[C:11]([S:42][CH2:40][CH3:41])[N:10]3[N:13]=[C:14]([C:28]4[CH:29]=[CH:30][C:31]([F:34])=[CH:32][CH:33]=4)[C:15]([C:16]4[CH:21]=[CH:20][N:19]=[C:18]([NH:22][CH:23]5[CH2:24][CH2:25][CH2:26][CH2:27]5)[N:17]=4)=[C:9]3[CH:8]=2)[CH2:2][CH2:3][CH2:4][CH2:5]1, predict the reactants needed to synthesize it. The reactants are: [CH:1]1([NH:6][C:7]2[CH:12]=[CH:11][N:10]3[N:13]=[C:14]([C:28]4[CH:33]=[CH:32][C:31]([F:34])=[CH:30][CH:29]=4)[C:15]([C:16]4[CH:21]=[CH:20][N:19]=[C:18]([NH:22][CH:23]5[CH2:27][CH2:26][CH2:25][CH2:24]5)[N:17]=4)=[C:9]3[CH:8]=2)[CH2:5][CH2:4][CH2:3][CH2:2]1.C([Li])CCC.[CH2:40]([S:42]SCC)[CH3:41].